This data is from Catalyst prediction with 721,799 reactions and 888 catalyst types from USPTO. The task is: Predict which catalyst facilitates the given reaction. (1) Reactant: Br[C:2]1[CH:3]=[N:4][CH:5]=[C:6]([CH:21]=1)[C:7]([NH:9][C:10]1[CH:15]=[CH:14][C:13]([O:16][C:17]([F:20])([F:19])[F:18])=[CH:12][CH:11]=1)=[O:8].[CH3:22][O:23][C:24]1[C:29](B(O)O)=[CH:28][CH:27]=[CH:26][N:25]=1.C([O-])([O-])=O.[K+].[K+].O. Product: [CH3:22][O:23][C:24]1[C:29]([C:2]2[CH:3]=[N:4][CH:5]=[C:6]([C:7]([NH:9][C:10]3[CH:15]=[CH:14][C:13]([O:16][C:17]([F:20])([F:19])[F:18])=[CH:12][CH:11]=3)=[O:8])[CH:21]=2)=[CH:28][CH:27]=[CH:26][N:25]=1. The catalyst class is: 12. (2) Product: [CH3:39][S:36]([CH2:35][CH2:34][CH2:33][O:32][C:29]1[CH:30]=[CH:31][C:26]([C:22]2[CH:23]=[CH:24][CH:25]=[C:20]([CH2:19][O:1][C:2]3[CH:7]=[CH:6][C:5]([C:8]4([CH2:12][C:13]([O:15][CH2:16][CH3:17])=[O:14])[CH2:9][O:10][CH2:11]4)=[CH:4][CH:3]=3)[CH:21]=2)=[CH:27][C:28]=1[C:40]([F:41])([F:43])[F:42])(=[O:38])=[O:37]. Reactant: [OH:1][C:2]1[CH:7]=[CH:6][C:5]([C:8]2([CH2:12][C:13]([O:15][CH2:16][CH3:17])=[O:14])[CH2:11][O:10][CH2:9]2)=[CH:4][CH:3]=1.Br[CH2:19][C:20]1[CH:21]=[C:22]([C:26]2[CH:31]=[CH:30][C:29]([O:32][CH2:33][CH2:34][CH2:35][S:36]([CH3:39])(=[O:38])=[O:37])=[C:28]([C:40]([F:43])([F:42])[F:41])[CH:27]=2)[CH:23]=[CH:24][CH:25]=1.C(=O)([O-])[O-].[Cs+].[Cs+]. The catalyst class is: 3. (3) Reactant: Br[C:2]1[C:7]2=[CH:8][C:9]([C:22]3[CH:27]=[CH:26][CH:25]=[CH:24][CH:23]=3)=[C:10]3[C:20]([C:19]4=[C:21]5[C:11]3=[CH:12][CH:13]=[CH:14][C:15]5=[CH:16][CH:17]=[CH:18]4)=[C:6]2[C:5]([C:28]2[CH:33]=[CH:32][CH:31]=[CH:30][CH:29]=2)=[CH:4][CH:3]=1.C([Li])CCC.[B:39]([O:46]CC)([O:43]CC)OCC.Cl. Product: [C:22]1([C:9]2[CH:8]=[C:7]3[C:2]([B:39]([OH:43])[OH:46])=[CH:3][CH:4]=[C:5]([C:28]4[CH:33]=[CH:32][CH:31]=[CH:30][CH:29]=4)[C:6]3=[C:20]3[C:10]=2[C:11]2[C:21]4[C:15](=[CH:16][CH:17]=[CH:18][C:19]3=4)[CH:14]=[CH:13][CH:12]=2)[CH:23]=[CH:24][CH:25]=[CH:26][CH:27]=1. The catalyst class is: 134. (4) Reactant: [NH2:1][C:2]1[N:10]=[CH:9][N:8]=[C:7]2[C:3]=1[N:4]=[CH:5][N:6]2[C@H:11]1[C@@H:15]2[O:16][C:17]([CH3:20])([CH3:19])[O:18][C@@H:14]2[C@@H:13]([CH2:21][N:22]([CH3:32])[CH:23]2[CH2:26][CH:25]([CH2:27][CH2:28][C:29]([OH:31])=O)[CH2:24]2)[O:12]1.CN(C(ON1N=NC2C=CC=NC1=2)=[N+](C)C)C.F[P-](F)(F)(F)(F)F.C1C=NC2N(O)N=NC=2C=1.[F:67][C:68]([F:79])([F:78])[O:69][C:70]1[CH:71]=[C:72]([NH2:77])[C:73]([NH2:76])=[CH:74][CH:75]=1. Product: [NH2:77][C:72]1[CH:71]=[C:70]([O:69][C:68]([F:67])([F:78])[F:79])[CH:75]=[CH:74][C:73]=1[NH:76][C:29](=[O:31])[CH2:28][CH2:27][CH:25]1[CH2:26][CH:23]([N:22]([CH2:21][C@@H:13]2[C@@H:14]3[C@@H:15]([O:16][C:17]([CH3:20])([CH3:19])[O:18]3)[C@H:11]([N:6]3[CH:5]=[N:4][C:3]4[C:7]3=[N:8][CH:9]=[N:10][C:2]=4[NH2:1])[O:12]2)[CH3:32])[CH2:24]1. The catalyst class is: 2. (5) Reactant: [F:1][C:2]([F:13])([F:12])[O:3][C:4]1[CH:5]=[C:6]([CH:9]=[CH:10][CH:11]=1)[CH:7]=O.[N:14]([CH2:17][C:18]([O:20][CH3:21])=[O:19])=[N+:15]=[N-:16].C[O-].[Na+]. Product: [N:14]([C:17](=[CH:7][C:6]1[CH:9]=[CH:10][CH:11]=[C:4]([O:3][C:2]([F:13])([F:12])[F:1])[CH:5]=1)[C:18]([O:20][CH3:21])=[O:19])=[N+:15]=[N-:16]. The catalyst class is: 5. (6) Reactant: [H-].[Na+].[N+:3]([C:6]1[CH:7]=[C:8]([CH:18]=[CH:19][CH:20]=1)[CH2:9]P(=O)(OCC)OCC)([O-:5])=[O:4].[N:21]1[C:30]2[C:25](=[CH:26][CH:27]=[CH:28][CH:29]=2)[C:24]([CH:31]=O)=[CH:23][CH:22]=1.C(=O)(O)[O-].[Na+]. Product: [N+:3]([C:6]1[CH:7]=[C:8](/[CH:9]=[CH:31]/[C:24]2[C:25]3[C:30](=[CH:29][CH:28]=[CH:27][CH:26]=3)[N:21]=[CH:22][CH:23]=2)[CH:18]=[CH:19][CH:20]=1)([O-:5])=[O:4]. The catalyst class is: 9.